The task is: Regression. Given a target protein amino acid sequence and a drug SMILES string, predict the binding affinity score between them. We predict pKi (pKi = -log10(Ki in M); higher means stronger inhibition). Dataset: bindingdb_ki.. This data is from Drug-target binding data from BindingDB using Ki measurements. (1) The small molecule is CCCN(CCC)C1CCc2cccc(O)c2C1. The target protein (P35365) has sequence MEVSNLSGATPGIAFPPGPESCSDSPSSGRSMGSTPGGLILSGREPPFSAFTVLVVTLLVLLIAATFLWNLLVLVTILRVRAFHRVPHNLVASTAVSDVLVAALVMPLSLVSELSAGRRWQLGRSLCHVWISFDVLCCTASIWNVAAIALDRYWTITRHLQYTLRTRRRASALMIAITWALSALIALAPLLFGWGEAYDARLQRCQVSQEPSYAVFSTCGAFYVPLAVVLFVYWKIYKAAKFRFGRRRRAVVPLPATTQAKEAPQESETVFTARCRATVAFQTSGDSWREQKEKRAAMMVGILIGVFVLCWIPFFLTELVSPLCACSLPPIWKSIFLWLGYSNSFFNPLIYTAFNKNYNNAFKSLFTKQR. The pKi is 7.3. (2) The drug is O=C1C(Oc2ccc(C3CC3)cc2)=CCN1c1ccc(OCCN2CC(O)C2)c(Br)c1. The target protein sequence is MSVQTMKKGVGRAVGLGGGSGCQATEEDPLPNCGACAPGQGGRRWRLPQPAWVEGSSARLWEQATGTGWMDLEASLLPTGPNASNTSDGPDNLTSAGSPPRTGSISYINIIMPSVFGTICLLGIIGNSTVIFAVVKKSKLHWCNNVPDIFIINLSVVDLLFLLGMPFMIHQLMGNGVWHFGETMCTLITAMDANSQFTSTYILTAMAIDRYLATVHPISSTKFRKPSVATLVICLLWALSFISITPVWLYARLIPFPGGAVGCGIRLPNPDTDLYWFTLYQFFLAFALPFVVITAAYVRILQRMTSSVAPASQRSIRLRTKRVTRTAIAICLVFFVCWAPYYVLQLTQLSISRPTLTFVYLYNAAISLGYANSCLNPFVYIVLCETFRKRLVLSVKPAAQGQLRAVSNAQTADEERTESKGT. The pKi is 9.0. (3) The small molecule is CCC(C)(C)C(=O)C(=O)N1CCC[C@H]1C(=O)OCCCc1cccnc1. The target protein (P18203) has sequence MGVQVETISPGDGRTFPKRGQTCVVHYTGMLEDGKKFDSSRDRNKPFKFVLGKQEVIRGWEEGVAQMSVGQRAKLTISPDYAYGATGHPGIIPPNATLIFDVELLKLE. The pKi is 8.1. (4) The drug is N[C@@H]1C(=O)N2C(C(=O)O)=C(CSc3cnn[nH]3)CS[C@H]12. The pKi is 6.4. The target protein (A8MPY1) has sequence MVLAFQLVSFTYIWIILKPNVCAASNIKMTHQRCSSSMKQTCKQETRMKKDDSTKARPQKYEQLLHIEDNDFAMRPGFGGSPVPVGIDVHVESIDSISETNMDFTMTFYLRHYWKDERLSFPSTANKSMTFDHRLTRKIWVPDIFFVHSKRSFIHDTTMENIMLRVHPDGNVLLSLRITVSAMCFMDFSRFPLDTQNCSLELESYAYNEDDLMLYWKHGNKSLNTEEHMSLSQFFIEDFSASSGLAFYSSTGWYNRLFINFVLRRHVFFFVLQTYFPAILMVMLSWVSFWIDRRAVPARVSLGITTVLTMSTIITAVSASMPQVSYLKAVDVYLWVSSLFVFLSVIEYAAVNYLTTVEERKQFKKTGKISRMYNIDAVQAMAFDGCYHDSEIDMDQTSLSLNSEDFMRRKSICSPSTDSSRIKRRKSLGGHVGRIILENNHVIDTYSRILFPIVYILFNLFYWGVYV. (5) The small molecule is CC[C@H](C)[C@H](NC(=O)Cc1ccccc1)C(=O)N[C@H]1CCc2cccc3c2N(C1=O)[C@H](C(=O)NCc1cn[nH]c1)C3. The target protein (P10144) has sequence MQPILLLLAFLLLPRADAGEIIGGHEAKPHSRPYMAYLMIWDQKSLKRCGGFLIRDDFVLTAAHCWGSSINVTLGAHNIKEQEPTQQFIPVKRPIPHPAYNPKNFSNDIMLLQLERKAKRTRAVQPLRLPSNKAQVKPGQTCSVAGWGQTAPLGKHSHTLQEVKMTVQEDRKCESDLRHYYDSTIELCVGDPEIKKTSFKGDSGGPLVCNKVAQGIVSYGRNNGMPPRACTKVSSFVHWIKKTMKRY. The pKi is 7.9. (6) The small molecule is Cl.O=C(O)c1cccc(O[C@@H]2CN[C@H](C(=O)O)C2)c1. The target protein (P42264) has sequence MTAPWRRLRSLVWEYWAGFLVCAFWIPDSRGMPHVIRIGGIFEYADGPNAQVMNAEEHAFRFSANIINRNRTLLPNTTLTYDIQRIHFHDSFEATKKACDQLALGVVAIFGPSQGSCTNAVQSICNALEVPHIQLRWKHHPLDNKDTFYVNLYPDYASLSHAILDLVQSLKWRSATVVYDDSTGLIRLQELIMAPSRYNIRLKIRQLPIDSDDSRPLLKEMKRGREFRIIFDCSHTMAAQILKQAMAMGMMTEYYHFIFTTLDLYALDLEPYRYSGVNLTGFRILNVDNAHVSAIVEKWSMERLQAAPRAESGLLDGVMMTDAALLYDAVHIVSVCYQRASQMTVNSLQCHRHKPWRFGGRFMNFIKEAQWEGLTGRIVFNKTSGLRTDFDLDIISLKEDGLEKVGVWSPADGLNITEVAKGRGPNVTDSLTNRSLIVTTLLEEPFVMFRKSDRTLYGNDRFEGYCIDLLKELAHILGFSYEIRLVEDGKYGAQDDKGQW.... The pKi is 4.0. (7) The compound is CC1NN(c2ccccc2)c2nc(C(F)(F)F)cc(O)c21. The target protein (P00547) has sequence MVKVYAPASSANMSVGFDVLGAAVTPVDGALLGDVVTVEAAETFSLNNLGRFADKLPSEPRENIVYQCWERFCQELGKQIPVAMTLEKNMPIGSGLGSSACSVVAALMAMNEHCGKPLNDTRLLALMGELEGRISGSIHYDNVAPCFLGGMQLMIEENDIISQQVPGFDEWLWVLAYPGIKVSTAEARAILPAQYRRQDCIAHGRHLAGFIHACYSRQPELAAKLMKDVIAEPYRERLLPGFRQARQAVAEIGAVASGISGSGPTLFALCDKPETAQRVADWLGKNYLQNQEGFVHICRLDTAGARVLEN. The pKi is 5.1.